Dataset: Drug-target binding data from BindingDB using Ki measurements. Task: Regression. Given a target protein amino acid sequence and a drug SMILES string, predict the binding affinity score between them. We predict pKi (pKi = -log10(Ki in M); higher means stronger inhibition). Dataset: bindingdb_ki. (1) The compound is CCCCC1N=C(N)N=C(N)N1c1ccc(Cl)cc1. The target protein sequence is MMEQVCDVFDIYAICACCKVESKNEGKKNEVFNNYTFRGLGNKGVLPWKCNSLDMKYFCAVTTYVNESKYEKLKYKRCKYLNKETVDNVNDMPNSKKLQNVVVMGRTSWESIPKKFKPLSNRINVILSRTLKKEDFDEDVYIINKVEDLIVLLGKLNYYKCFIIGGSVVYQEFLEKKLIKKIYFTRINSTYECDVFFPEINENEYQIISVSDVYTSNNTTLDFIIYKKTNNKMLNEQNCIKGEEKNNDMPLKNDDKDTCHMKKLTEFYKNVDKYKINYENDDDDEEEDDFVYFNFNKEKEEKNKNSIHPNDFQIYNSLKYKYHPEYQYLNIIYDIMMNGNKQSDRTGVGVLSKFGYIMKFDLSQYFPLLTTKKLFLRGIIEELLWFIRGETNGNTLLNKNVRIWEANGTREFLDNRKLFHREVNDLGPIYGFQWRHFGAEYTNMYDNYENKGVDQLKNIINLIKNDPTSRRILLCAWNVKDLDQMALPPCHILCQFYVFD.... The pKi is 8.4. (2) The drug is O=C([C@H](O)COP(=O)(O)O)[C@H](O)C(O)COP(=O)(O)O. The target protein (Q9URB4) has sequence MAPPAVLSKSGVIYGKDVKDLFDYAQEKGFAIPAINVTSSSTVVAALEAARDNKAPIILQTSQGGAAYFAGKGVDNKDQAASIAGSIAAAHYIRAIAPTYGIPVVLHTDHCAKKLLPWFDGMLKADEEFFAKTGTPLFSSHMLDLSEETDDENIATCAKYFERMAKMGQWLEMEIGITGGEEDGVNNEHVEKDALYTSPETVFAVYESLHKISPNFSIAAAFGNVHGVYKPGNVQLRPEILGDHQVYAKKQIGTDAKHPLYLVFHGGSGSTQEEFNTAIKNGVVKVNLDTDCQYAYLTGIRDYVTNKIEYLKAPVGNPEGADKPNKKYFDPRVWVREGEKTMSKRIAEALDIFHTKGQL. The pKi is 4.1. (3) The small molecule is O=S(=O)(Oc1ccc([C@H]2CC3CCC2N3)cn1)C(F)(F)F. The target protein sequence is ILCSTVSCMERTRTHAEERLFKRLFTGYNRWSRPVPNTSDVVIVKFGLSIAQLIDVDEKNQMMTTNVWLKQEWNDYKLRWNPADYDNVTSIRVPSEMIWIPDIVLYNNADGEFAITHMTKAHLFHNGKVKWVPPAIYKSSCSIDVTFFPFDQQSCKMKFGSWTYDKAWLDLESMERNVDLKDYWESGEWAIVNAVGKYNSKKYDCCTEIYPDITYYFIIRRLPLFYTINLIIPCLLISCLTVLVFYLPSDCGEKITLCISVLLSLTVFLLLITEIIPSTSLVIPLIGEYLLFTMIFVTLSIVITVFVLNVHHRSPSTHKMPLWVRSVFLDHIPRWLFMKRPPAPVEEVVSQYDAPELKLSTSKYWMETDVDDKWAEPEAELQTCHVRHMTTHNQSLQYRYDYNHHVSGGQSQTPRHSSTETAESSFLLSPSVLKALEGVHYIANHLRAEDADFSVKEDWKYVAMVIDRIFLWMFIIVCLLGTVGLFLPPFLAGMI. The pKi is 8.0. (4) The drug is CC1Cc2ccccc2N1C(=O)CN1CCO[C@H](COc2cccc(Cl)c2)C1. The target protein (P97714) has sequence MTFRDILSVTFEGPRASSSTGGSGAGGGAGTVGPEGPAVGGVPGATGGSAVVGTGSGEDNQSSTAEAGAAASGEVNGSAAVGGLVVSAQGVGVGVFLAAFILTAVAGNLLVILSVACNRHLQTVTNYFIVNLAVADLLLSAAVLPFSATMEVLGFWPFGRTFCDVWAAVDVLCCTASILSLCTISVDRYVGVRHSLKYPAIMTERKAAAILALLWAVALVVSVGPLLGWKEPVPPDERFCGITEEVGYAIFSSVCSFYLPMAVIVVMYCRVYVVARSTTRSLEAGIKREPGKASEVVLRIHCRGAATSAKGNPGTQSSKGHTLRSSLSVRLLKFSREKKAAKTLAIVVGVFVLCWFPFFFVLPLGSLFPQLKPSEGVFKVIFWLGYFNSCVNPLIYPCSSREFKRAFLRLLRCQCRRRRRRLWPSLRPPLASLDRRPALRLCPQPAHRTPRGSPSPHCTPRPGLRRHAGGAGFGLRPSKASLRLREWRLLGPLQRPTTQL.... The pKi is 5.0. (5) The small molecule is CCOC(=O)c1cc2c(cn1)[nH]c1ccccc12. The target protein (P48169) has sequence MVSAKKVPAIALSAGVSFALLRFLCLAVCLNESPGQNQKEEKLCTENFTRILDSLLDGYDNRLRPGFGGPVTEVKTDIYVTSFGPVSDVEMEYTMDVFFRQTWIDKRLKYDGPIEILRLNNMMVTKVWTPDTFFRNGKKSVSHNMTAPNKLFRIMRNGTILYTMRLTISAECPMRLVDFPMDGHACPLKFGSYAYPKSEMIYTWTKGPEKSVEVPKESSSLVQYDLIGQTVSSETIKSITGEYIVMTVYFHLRRKMGYFMIQTYIPCIMTVILSQVSFWINKESVPARTVFGITTVLTMTTLSISARHSLPKVSYATAMDWFIAVCFAFVFSALIEFAAVNYFTNIQMEKAKRKTSKPPQEVPAAPVQREKHPEAPLQNTNANLNMRKRTNALVHSESDVGNRTEVGNHSSKSSTVVQESSKGTPRSYLASSPNPFSRANAAETISAARALPSASPTSIRTGYMPRKASVGSASTRHVFGSRLQRIKTTVNTIGATGKLS.... The pKi is 6.2. (6) The drug is CC(C)(C)NC(=O)[C@@H]1CN(Cc2cccnc2)CCN1C[C@@H](O)C[C@@H](Cc1ccccc1)C(=O)N[C@H]1c2ccccc2C[C@H]1O. The target protein sequence is PQITLWKRPLVTIKIGGQLKEALLDTGADNTVIEEMSLPGRWKPKMIGGIGGFIKVRQYDQIIIEIAGHKAIGTVLVGPTPVNIIGRNLLTQIGATLNF. The pKi is 8.2.